From a dataset of Reaction yield outcomes from USPTO patents with 853,638 reactions. Predict the reaction yield, written as a fraction of the theoretical maximum amount of product (1.0 means a 100% yield; for example, 0.34 means a 34% yield). The reactants are C(Br)(Br)(Br)Br.[CH2:6]([NH:13][CH2:14][C:15]1([CH2:27]O)[CH2:19][CH2:18][CH2:17][N:16]1[C:20]([O:22][C:23]([CH3:26])([CH3:25])[CH3:24])=[O:21])[C:7]1[CH:12]=[CH:11][CH:10]=[CH:9][CH:8]=1.C1(P(C2C=CC=CC=2)C2C=CC=CC=2)C=CC=CC=1.C(N(CC)CC)C. The catalyst is C(Cl)Cl.CC#N. The product is [CH2:6]([N:13]1[CH2:27][C:15]2([CH2:19][CH2:18][CH2:17][N:16]2[C:20]([O:22][C:23]([CH3:26])([CH3:25])[CH3:24])=[O:21])[CH2:14]1)[C:7]1[CH:12]=[CH:11][CH:10]=[CH:9][CH:8]=1. The yield is 0.580.